Dataset: Forward reaction prediction with 1.9M reactions from USPTO patents (1976-2016). Task: Predict the product of the given reaction. (1) Given the reactants [NH:1]1[CH2:4][CH:3]([C:5]2[CH:10]=[C:9]([N:11]3[CH2:15][CH2:14][C:13]([F:17])([CH3:16])[CH2:12]3)[N:8]=[C:7]([C:18]3[CH:19]=[N:20][C:21]([NH2:28])=[C:22]([O:24][CH:25]([F:27])[F:26])[CH:23]=3)[CH:6]=2)[CH2:2]1.[O:29]1[CH2:32][C:31](=O)[CH2:30]1.C(O[BH-](OC(=O)C)OC(=O)C)(=O)C.[Na+], predict the reaction product. The product is: [F:26][CH:25]([F:27])[O:24][C:22]1[C:21]([NH2:28])=[N:20][CH:19]=[C:18]([C:7]2[CH:6]=[C:5]([CH:3]3[CH2:2][N:1]([CH:31]4[CH2:32][O:29][CH2:30]4)[CH2:4]3)[CH:10]=[C:9]([N:11]3[CH2:15][CH2:14][C:13]([F:17])([CH3:16])[CH2:12]3)[N:8]=2)[CH:23]=1. (2) Given the reactants [F:1][C:2]1[C:9]([O:10][CH3:11])=[CH:8][CH:7]=[C:6]([F:12])[C:3]=1[CH:4]=O.[C:13](=O)([O-])[O-].[K+].[K+].CO.[N+](=C(P(=O)(OC)OC)C(=O)C)=[N-], predict the reaction product. The product is: [C:4]([C:3]1[C:2]([F:1])=[C:9]([O:10][CH3:11])[CH:8]=[CH:7][C:6]=1[F:12])#[CH:13]. (3) Given the reactants [CH3:1][O:2][C:3]1[CH:16]=[C:15]([O:17][CH3:18])[CH:14]=[CH:13][C:4]=1[CH2:5][NH:6][C:7]1[CH:12]=[CH:11][N:10]=[CH:9][N:8]=1.[Br:19][C:20]1[C:21]([F:31])=[CH:22][C:23]([F:30])=[C:24]([S:26](Cl)(=[O:28])=[O:27])[CH:25]=1.N12CCN(CC1)CC2, predict the reaction product. The product is: [Br:19][C:20]1[C:21]([F:31])=[CH:22][C:23]([F:30])=[C:24]([S:26]([N:6]([CH2:5][C:4]2[CH:13]=[CH:14][C:15]([O:17][CH3:18])=[CH:16][C:3]=2[O:2][CH3:1])[C:7]2[CH:12]=[CH:11][N:10]=[CH:9][N:8]=2)(=[O:28])=[O:27])[CH:25]=1. (4) Given the reactants [NH2:1][CH2:2][C:3]1[CH:4]=[C:5]([CH:24]=[CH:25][C:26]=1[CH2:27][NH2:28])[C:6]([NH:8][C@H:9]([B:21]([OH:23])O)[CH2:10][C:11]1[C:12]([OH:20])=[C:13]([CH:17]=[CH:18][CH:19]=1)[C:14]([OH:16])=[O:15])=[O:7].Br[C:30]#[N:31], predict the reaction product. The product is: [NH2:31][C:30]1[NH:1][CH2:2][C:3]2[CH:4]=[C:5]([C:6]([NH:8][C@H:9]3[CH2:10][C:11]4[CH:19]=[CH:18][CH:17]=[C:13]([C:14]([OH:16])=[O:15])[C:12]=4[O:20][B:21]3[OH:23])=[O:7])[CH:24]=[CH:25][C:26]=2[CH2:27][N:28]=1. (5) Given the reactants C(=O)([O-])[O-].[Na+].[Na+].Cl[CH2:8][CH2:9][CH2:10][C:11]1[CH:12]=[C:13]2[C:18](=[CH:19][CH:20]=1)[NH:17][C:16](=[O:21])[CH2:15][CH:14]2[CH3:22].Cl.[N:24]1([C:30]2[C:38]3[C:33](=[CH:34][CH:35]=[CH:36][CH:37]=3)[NH:32][N:31]=2)[CH2:29][CH2:28][NH:27][CH2:26][CH2:25]1, predict the reaction product. The product is: [NH:32]1[C:33]2[C:38](=[CH:37][CH:36]=[CH:35][CH:34]=2)[C:30]([N:24]2[CH2:25][CH2:26][N:27]([CH2:8][CH2:9][CH2:10][C:11]3[CH:12]=[C:13]4[C:18](=[CH:19][CH:20]=3)[NH:17][C:16](=[O:21])[CH2:15][CH:14]4[CH3:22])[CH2:28][CH2:29]2)=[N:31]1.